From a dataset of Reaction yield outcomes from USPTO patents with 853,638 reactions. Predict the reaction yield, written as a fraction of the theoretical maximum amount of product (1.0 means a 100% yield; for example, 0.34 means a 34% yield). (1) The reactants are C(OC([N:8]1[CH2:13][CH2:12][N:11]([CH:14]([C:17]2[CH:22]=[CH:21][C:20]([C:23]([F:26])([F:25])[F:24])=[CH:19][CH:18]=2)[CH2:15][NH2:16])[CH2:10][CH2:9]1)=O)(C)(C)C.[ClH:27].O1CCOCC1.CCOCC. The catalyst is CO. The product is [ClH:27].[N:11]1([CH:14]([C:17]2[CH:22]=[CH:21][C:20]([C:23]([F:25])([F:24])[F:26])=[CH:19][CH:18]=2)[CH2:15][NH2:16])[CH2:12][CH2:13][NH:8][CH2:9][CH2:10]1. The yield is 0.670. (2) The reactants are Br[C:2]1[CH:3]=[C:4]([C:16]([O:18][CH3:19])=[O:17])[C:5]2[C:6]([CH3:15])=[CH:7][N:8]([CH:11]([CH2:13][CH3:14])[CH3:12])[C:9]=2[CH:10]=1.CC1(C)C(C)(C)OB([C:28]2[CH:29]=[CH:30][C:31]([N:34]3[CH2:39][CH2:38][N:37]([C:40]([O:42][C:43]([CH3:46])([CH3:45])[CH3:44])=[O:41])[CH2:36][CH2:35]3)=[N:32][CH:33]=2)O1.[O-]P([O-])([O-])=O.[K+].[K+].[K+]. The catalyst is O1CCOCC1.O.C1C=CC(P(C2C=CC=CC=2)[C-]2C=CC=C2)=CC=1.C1C=CC(P(C2C=CC=CC=2)[C-]2C=CC=C2)=CC=1.Cl[Pd]Cl.[Fe+2]. The product is [C:43]([O:42][C:40]([N:37]1[CH2:38][CH2:39][N:34]([C:31]2[N:32]=[CH:33][C:28]([C:2]3[CH:3]=[C:4]([C:16]([O:18][CH3:19])=[O:17])[C:5]4[C:6]([CH3:15])=[CH:7][N:8]([CH:11]([CH2:13][CH3:14])[CH3:12])[C:9]=4[CH:10]=3)=[CH:29][CH:30]=2)[CH2:35][CH2:36]1)=[O:41])([CH3:46])([CH3:44])[CH3:45]. The yield is 0.510. (3) The reactants are [Cl:1][C:2]1[CH:11]=[C:10]([C:12]([NH:14][CH2:15][C:16]2[CH:21]=[C:20]([O:22]C)[CH:19]=[C:18]([O:24]C)[CH:17]=2)=[O:13])[CH:9]=[CH:8][C:3]=1[C:4]([O:6][CH3:7])=[O:5].B(Br)(Br)Br.O. The catalyst is ClCCl. The product is [Cl:1][C:2]1[CH:11]=[C:10]([C:12]([NH:14][CH2:15][C:16]2[CH:17]=[C:18]([OH:24])[CH:19]=[C:20]([OH:22])[CH:21]=2)=[O:13])[CH:9]=[CH:8][C:3]=1[C:4]([O:6][CH3:7])=[O:5]. The yield is 0.900. (4) The reactants are [O:1]1[C:5]2[CH:6]=[C:7]([C@@H:10]([O:14][C:15]3[CH:16]=[C:17]4[C:21](=[CH:22][CH:23]=3)[N:20]([C:24]3[CH:29]=[CH:28][C:27]([F:30])=[CH:26][CH:25]=3)[N:19]=[CH:18]4)[C@@H:11]([NH2:13])[CH3:12])[CH:8]=[CH:9][C:4]=2[CH2:3][CH2:2]1.CCN(C(C)C)C(C)C.[F:40][C:41]([F:52])([F:51])[C:42](O[C:42](=[O:43])[C:41]([F:52])([F:51])[F:40])=[O:43]. The catalyst is C1COCC1. The product is [O:1]1[C:5]2[CH:6]=[C:7]([C@@H:10]([O:14][C:15]3[CH:16]=[C:17]4[C:21](=[CH:22][CH:23]=3)[N:20]([C:24]3[CH:25]=[CH:26][C:27]([F:30])=[CH:28][CH:29]=3)[N:19]=[CH:18]4)[C@@H:11]([NH:13][C:42](=[O:43])[C:41]([F:52])([F:51])[F:40])[CH3:12])[CH:8]=[CH:9][C:4]=2[CH2:3][CH2:2]1. The yield is 0.730.